This data is from Full USPTO retrosynthesis dataset with 1.9M reactions from patents (1976-2016). The task is: Predict the reactants needed to synthesize the given product. (1) Given the product [CH3:46][C:47]1([CH3:55])[O:52][CH2:51][CH:50]([CH2:53][O:1][C:2]2[CH:3]=[C:4]3[C:8](=[CH:9][CH:10]=2)[NH:7][C:6]([C:11]([O:13][CH3:14])=[O:12])=[CH:5]3)[CH2:49][O:48]1, predict the reactants needed to synthesize it. The reactants are: [OH:1][C:2]1[CH:3]=[C:4]2[C:8](=[CH:9][CH:10]=1)[NH:7][C:6]([C:11]([O:13][CH3:14])=[O:12])=[CH:5]2.C1(P(C2C=CC=CC=2)C2C=CC=CC=2)C=CC=CC=1.N(C(OCC)=O)=NC(OCC)=O.[CH3:46][C:47]1([CH3:55])[O:52][CH2:51][CH:50]([CH2:53]O)[CH2:49][O:48]1. (2) Given the product [F:27][C:28]1[CH:33]=[C:32]([C:2]2[C:3]([N:22]([CH2:24][CH2:25][OH:26])[CH3:23])=[N:4][CH:5]=[C:6]([C:7]([NH:9][C:10]3[CH:15]=[CH:14][C:13]([S:16][C:17]([F:20])([F:19])[F:18])=[CH:12][CH:11]=3)=[O:8])[CH:21]=2)[CH:31]=[N:30][CH:29]=1, predict the reactants needed to synthesize it. The reactants are: Br[C:2]1[C:3]([N:22]([CH2:24][CH2:25][OH:26])[CH3:23])=[N:4][CH:5]=[C:6]([CH:21]=1)[C:7]([NH:9][C:10]1[CH:15]=[CH:14][C:13]([S:16][C:17]([F:20])([F:19])[F:18])=[CH:12][CH:11]=1)=[O:8].[F:27][C:28]1[CH:29]=[N:30][CH:31]=[C:32](B2OC(C)(C)C(C)(C)O2)[CH:33]=1. (3) Given the product [Cl:28][C:22]1[CH:23]=[C:24]([NH:25][C:7]2[C:6]3[C:11](=[CH:12][CH:13]=[C:4]([N+:1]([O-:3])=[O:2])[CH:5]=3)[N:10]=[CH:9][N:8]=2)[CH:26]=[CH:27][C:21]=1[O:20][CH2:19][C:18]1[CH:29]=[CH:30][CH:31]=[C:16]([F:15])[CH:17]=1, predict the reactants needed to synthesize it. The reactants are: [N+:1]([C:4]1[CH:5]=[C:6]2[C:11](=[CH:12][CH:13]=1)[N:10]=[CH:9][N:8]=[C:7]2Cl)([O-:3])=[O:2].[F:15][C:16]1[CH:17]=[C:18]([CH:29]=[CH:30][CH:31]=1)[CH2:19][O:20][C:21]1[CH:27]=[CH:26][C:24]([NH2:25])=[CH:23][C:22]=1[Cl:28]. (4) Given the product [CH2:8]([NH:28][C@@H:26]([C:16]1[C:25]2[C:20](=[CH:21][CH:22]=[CH:23][CH:24]=2)[CH:19]=[CH:18][CH:17]=1)[CH3:27])[CH2:7][C:6]#[CH:5], predict the reactants needed to synthesize it. The reactants are: S(C1C=CC(C)=CC=1)(O[CH2:5][CH2:6][C:7]#[CH:8])(=O)=O.[C:16]1([C@H:26]([NH2:28])[CH3:27])[C:25]2[C:20](=[CH:21][CH:22]=[CH:23][CH:24]=2)[CH:19]=[CH:18][CH:17]=1.C([O-])([O-])=O.[Na+].[Na+].[Na+].[I-]. (5) Given the product [Cl:1][C:2]1[C:3]2[N:14]=[CH:15][N:8]([CH:9]3[CH2:13][CH2:12][CH2:11][CH2:10]3)[C:4]=2[N:5]=[N:6][CH:7]=1, predict the reactants needed to synthesize it. The reactants are: [Cl:1][C:2]1[C:3]([NH2:14])=[C:4]([NH:8][CH:9]2[CH2:13][CH2:12][CH2:11][CH2:10]2)[N:5]=[N:6][CH:7]=1.[CH2:15](OC(OCC)OCC)C. (6) Given the product [Cl:34][C:31]1[CH:32]=[CH:33][C:28](/[CH:27]=[CH:26]/[C:25]([N:22]2[CH2:23][CH2:24][CH:19]([CH2:18][N:4]3[N:5]=[N:6][C:2]([CH3:1])=[N:3]3)[CH2:20][CH2:21]2)=[O:42])=[C:29]([CH2:35][N:36]2[N:40]=[N:39][C:38]([CH3:41])=[N:37]2)[CH:30]=1, predict the reactants needed to synthesize it. The reactants are: [CH3:1][C:2]1[N:3]=[N:4][NH:5][N:6]=1.C(=O)([O-])[O-].[Cs+].[Cs+].CS(O[CH2:18][CH:19]1[CH2:24][CH2:23][N:22]([C:25](=[O:42])/[CH:26]=[CH:27]/[C:28]2[CH:33]=[CH:32][C:31]([Cl:34])=[CH:30][C:29]=2[CH2:35][N:36]2[N:40]=[N:39][C:38]([CH3:41])=[N:37]2)[CH2:21][CH2:20]1)(=O)=O.O. (7) The reactants are: [Cl:1][C:2]1[CH:3]=[CH:4][C:5]([CH:24]=[O:25])=[C:6]2[C:10]=1[N:9]=[C:8]1[N:11]([C:15]3[CH:20]=[CH:19][C:18]([O:21][CH3:22])=[CH:17][C:16]=3[Cl:23])[CH2:12][CH2:13][CH2:14][N:7]21.C[Si](C)(C)[C:28]([F:31])([F:30])[F:29].[F-].C([N+](CCCC)(CCCC)CCCC)CCC.Cl.C(=O)([O-])O.[Na+]. Given the product [Cl:1][C:2]1[C:10]2[N:9]=[C:8]3[N:11]([C:15]4[CH:20]=[CH:19][C:18]([O:21][CH3:22])=[CH:17][C:16]=4[Cl:23])[CH2:12][CH2:13][CH2:14][N:7]3[C:6]=2[C:5]([CH:24]([OH:25])[C:28]([F:31])([F:30])[F:29])=[CH:4][CH:3]=1, predict the reactants needed to synthesize it. (8) Given the product [CH3:35][S:36]([OH:39])(=[O:38])=[O:37].[F:34][C:2]([F:1])([F:33])[C:3]1[CH:4]=[CH:5][C:6](/[CH:9]=[CH:10]/[C:11]2[O:12][CH:13]=[C:14]([CH2:16][O:17][C:18]3[CH:23]=[CH:22][C:21]([CH2:24][CH2:25][CH2:26][CH2:27][N:28]4[CH:32]=[CH:31][N:30]=[N:29]4)=[CH:20][CH:19]=3)[N:15]=2)=[CH:7][CH:8]=1, predict the reactants needed to synthesize it. The reactants are: [F:1][C:2]([F:34])([F:33])[C:3]1[CH:8]=[CH:7][C:6](/[CH:9]=[CH:10]/[C:11]2[O:12][CH:13]=[C:14]([CH2:16][O:17][C:18]3[CH:23]=[CH:22][C:21]([CH2:24][CH2:25][CH2:26][CH2:27][N:28]4[CH:32]=[CH:31][N:30]=[N:29]4)=[CH:20][CH:19]=3)[N:15]=2)=[CH:5][CH:4]=1.[CH3:35][S:36]([OH:39])(=[O:38])=[O:37]. (9) The reactants are: [Cl:1][C:2]1[CH:7]=[CH:6][C:5]([OH:8])=[CH:4][C:3]=1[C:9]1[C:18]2[C:13](=[C:14]([Cl:19])[CH:15]=[CH:16][CH:17]=2)[N:12]=[CH:11][N:10]=1.Br[C:21]1[CH:22]=[C:23]([S:27]([N:30]([CH2:40][C:41]2[CH:46]=[CH:45][C:44]([O:47][CH3:48])=[CH:43][CH:42]=2)[CH2:31][C:32]2[CH:37]=[CH:36][C:35]([O:38][CH3:39])=[CH:34][CH:33]=2)(=[O:29])=[O:28])[CH:24]=[CH:25][CH:26]=1. Given the product [Cl:1][C:2]1[CH:7]=[CH:6][C:5]([O:8][C:21]2[CH:22]=[C:23]([S:27]([N:30]([CH2:40][C:41]3[CH:46]=[CH:45][C:44]([O:47][CH3:48])=[CH:43][CH:42]=3)[CH2:31][C:32]3[CH:37]=[CH:36][C:35]([O:38][CH3:39])=[CH:34][CH:33]=3)(=[O:29])=[O:28])[CH:24]=[CH:25][CH:26]=2)=[CH:4][C:3]=1[C:9]1[C:18]2[C:13](=[C:14]([Cl:19])[CH:15]=[CH:16][CH:17]=2)[N:12]=[CH:11][N:10]=1, predict the reactants needed to synthesize it. (10) Given the product [CH2:16]([N:9]1[C:10]2=[N:11][CH:12]=[CH:13][CH:14]=[C:15]2[C:7]([CH2:6][C:5]([OH:24])=[O:4])=[C:8]1[CH3:23])[C:17]1[CH:18]=[CH:19][CH:20]=[CH:21][CH:22]=1, predict the reactants needed to synthesize it. The reactants are: [OH-].[Na+].C[O:4][C:5](=[O:24])[CH2:6][C:7]1[C:15]2[C:10](=[N:11][CH:12]=[CH:13][CH:14]=2)[N:9]([CH2:16][C:17]2[CH:22]=[CH:21][CH:20]=[CH:19][CH:18]=2)[C:8]=1[CH3:23].